Dataset: Catalyst prediction with 721,799 reactions and 888 catalyst types from USPTO. Task: Predict which catalyst facilitates the given reaction. (1) Reactant: [Br:1][C:2]1[CH:14]=[C:13]([N+:15]([O-:17])=[O:16])[CH:12]=[CH:11][C:3]=1[O:4][CH:5]1[CH2:10][CH2:9][NH:8][CH2:7][CH2:6]1.Br[CH2:19][C:20]1[CH:25]=[CH:24][C:23]([C:26]([OH:35])([C:31]([F:34])([F:33])[F:32])[C:27]([F:30])([F:29])[F:28])=[CH:22][CH:21]=1.C(=O)([O-])[O-].[K+].[K+]. Product: [Br:1][C:2]1[CH:14]=[C:13]([N+:15]([O-:17])=[O:16])[CH:12]=[CH:11][C:3]=1[O:4][CH:5]1[CH2:6][CH2:7][N:8]([CH2:19][C:20]2[CH:21]=[CH:22][C:23]([C:26]([OH:35])([C:27]([F:28])([F:29])[F:30])[C:31]([F:32])([F:33])[F:34])=[CH:24][CH:25]=2)[CH2:9][CH2:10]1. The catalyst class is: 10. (2) Reactant: [CH3:1][C:2]1([NH:6][C:7]([CH:9]2[CH2:14][CH2:13][N:12]([CH:15]3[CH2:18][C:17]4([CH2:22][CH2:21][N:20](C(OC(C)(C)C)=O)[CH2:19]4)[CH2:16]3)[CH2:11][CH2:10]2)=[O:8])[CH2:5][CH2:4][CH2:3]1.[C:30]([OH:36])([C:32]([F:35])([F:34])[F:33])=[O:31]. Product: [F:33][C:32]([F:35])([F:34])[C:30]([OH:36])=[O:31].[CH2:18]1[C:17]2([CH2:22][CH2:21][NH:20][CH2:19]2)[CH2:16][CH:15]1[N:12]1[CH2:11][CH2:10][CH:9]([C:7]([NH:6][C:2]2([CH3:1])[CH2:5][CH2:4][CH2:3]2)=[O:8])[CH2:14][CH2:13]1. The catalyst class is: 2. (3) Reactant: OO.[F:3][C:4]1[C:18]([F:19])=[C:17]([CH:20]=[O:21])[CH:16]=[CH:15][C:5]=1[O:6][C:7]1[CH:14]=[CH:13][C:10]([C:11]#[N:12])=[CH:9][N:8]=1.C([O-])([O-])=[O:23].[K+].[K+].CS(C)=O. Product: [F:3][C:4]1[C:18]([F:19])=[C:17]([CH:20]=[O:21])[CH:16]=[CH:15][C:5]=1[O:6][C:7]1[CH:14]=[CH:13][C:10]([C:11]([NH2:12])=[O:23])=[CH:9][N:8]=1. The catalyst class is: 6.